This data is from Forward reaction prediction with 1.9M reactions from USPTO patents (1976-2016). The task is: Predict the product of the given reaction. (1) Given the reactants [C:1](OC)(=O)[CH2:2][C:3]([CH3:5])=[O:4].[H-].[Na+].CCCCCCC.C(C([C:27]1[C:35]2[C:30](=[N:31][CH:32]=[CH:33][N:34]=2)[NH:29][C:28]=1[C:36]1[CH:41]=[CH:40][C:39]([C:42]([CH3:45])([CH3:44])[CH3:43])=[CH:38][CH:37]=1)(C)C(OC)=O)(=O)C, predict the reaction product. The product is: [C:42]([C:39]1[CH:40]=[CH:41][C:36]([C:28]2[NH:29][C:30]3=[N:31][CH:32]=[CH:33][N:34]=[C:35]3[C:27]=2[CH2:1][CH2:2][C:3](=[O:4])[CH3:5])=[CH:37][CH:38]=1)([CH3:44])([CH3:43])[CH3:45]. (2) Given the reactants Br[C:2](=[C:16]1[CH2:21][CH2:20][N:19]([CH2:22][CH2:23][CH2:24][CH3:25])[CH2:18][CH2:17]1)[C:3]1[CH:15]=[CH:14][C:6]([C:7]([N:9]([CH2:12][CH3:13])[CH2:10][CH3:11])=[O:8])=[CH:5][CH:4]=1.[NH2:26][C:27]1[CH:32]=[CH:31][CH:30]=[CH:29][C:28]=1B(O)O.C([O-])([O-])=O.[Na+].[Na+], predict the reaction product. The product is: [NH2:26][C:27]1[CH:32]=[CH:31][CH:30]=[CH:29][C:28]=1[C:2](=[C:16]1[CH2:21][CH2:20][N:19]([CH2:22][CH2:23][CH2:24][CH3:25])[CH2:18][CH2:17]1)[C:3]1[CH:15]=[CH:14][C:6]([C:7]([N:9]([CH2:12][CH3:13])[CH2:10][CH3:11])=[O:8])=[CH:5][CH:4]=1. (3) Given the reactants [C:1]([O:5][C:6](=[O:50])[NH:7][C:8]1([C:12]2[CH:17]=[CH:16][C:15]([C:18]3[N:22]4[C:23]5[CH:35]=[CH:34][CH:33]=[N:32][C:24]=5[NH:25][C:26]5[CH:31]=[CH:30][CH:29]=[CH:28][C:27]=5[C:21]4=[N:20][C:19]=3[C:36]3[CH:41]=[CH:40][C:39]([O:42]CC4C=CC=CC=4)=[CH:38][CH:37]=3)=[CH:14][CH:13]=2)[CH2:11][CH2:10][CH2:9]1)([CH3:4])([CH3:3])[CH3:2], predict the reaction product. The product is: [OH:42][C:39]1[CH:38]=[CH:37][C:36]([C:19]2[N:20]=[C:21]3[C:27]4[CH:28]=[CH:29][CH:30]=[CH:31][C:26]=4[NH:25][C:24]4[N:32]=[CH:33][CH:34]=[CH:35][C:23]=4[N:22]3[C:18]=2[C:15]2[CH:16]=[CH:17][C:12]([C:8]3([NH:7][C:6](=[O:50])[O:5][C:1]([CH3:3])([CH3:2])[CH3:4])[CH2:9][CH2:10][CH2:11]3)=[CH:13][CH:14]=2)=[CH:41][CH:40]=1.